The task is: Regression. Given a peptide amino acid sequence and an MHC pseudo amino acid sequence, predict their binding affinity value. This is MHC class II binding data.. This data is from Peptide-MHC class II binding affinity with 134,281 pairs from IEDB. (1) The peptide sequence is MAAHKFMVAMFLAVA. The MHC is HLA-DQA10401-DQB10402 with pseudo-sequence HLA-DQA10401-DQB10402. The binding affinity (normalized) is 0.220. (2) The peptide sequence is CLEPIEGKVVQYENL. The MHC is DRB1_0404 with pseudo-sequence DRB1_0404. The binding affinity (normalized) is 0.194. (3) The peptide sequence is QIYFESYVRPFVATT. The MHC is DRB1_0901 with pseudo-sequence DRB1_0901. The binding affinity (normalized) is 0.747. (4) The peptide sequence is GELELQFRRVKCKYP. The MHC is DRB1_0405 with pseudo-sequence DRB1_0405. The binding affinity (normalized) is 0.0204. (5) The peptide sequence is EELRSLYNTVATLYCVH. The MHC is DRB1_1201 with pseudo-sequence DRB1_1201. The binding affinity (normalized) is 0.503.